From a dataset of Catalyst prediction with 721,799 reactions and 888 catalyst types from USPTO. Predict which catalyst facilitates the given reaction. (1) Reactant: COC(=O)[C:4]1[CH:9]=[CH:8][CH:7]=[N:6][C:5]=1Br.[CH:12]1[C:21]2[C:16](=[CH:17][CH:18]=[CH:19][CH:20]=2)[C:15](B(O)O)=[CH:14][N:13]=1.[O-:25]P([O-])([O-])=O.[K+].[K+].[K+].O1C[CH2:37][O:36][CH2:35]C1. Product: [CH3:35][O:36][C:37](=[O:25])[C:9]1[CH:4]=[CH:5][N:6]=[CH:7][C:8]=1[C:15]1[C:16]2[C:21](=[CH:20][CH:19]=[CH:18][CH:17]=2)[CH:12]=[N:13][CH:14]=1. The catalyst class is: 235. (2) Reactant: [CH3:1][O:2][C:3](=[O:30])[CH2:4][CH2:5][CH2:6][CH2:7][N:8]([CH2:19][C:20]1[CH:29]=[CH:28][C:23]([C:24]([O:26][CH3:27])=[O:25])=[CH:22][CH:21]=1)[CH2:9][CH2:10][C:11]1[CH:16]=[C:15]([F:17])[CH:14]=[CH:13][C:12]=1[OH:18].Cl[CH2:32][C:33]1[CH:38]=[CH:37][C:36]([C:39]2[CH:44]=[CH:43][C:42]([C:45](F)(F)F)=[CH:41][CH:40]=2)=[CH:35][CH:34]=1.C(=O)([O-])[O-].[Cs+].[Cs+].[I-].[K+]. Product: [F:17][C:15]1[CH:14]=[CH:13][C:12]([O:18][CH2:32][C:33]2[CH:38]=[CH:37][C:36]([C:39]3[CH:44]=[CH:43][C:42]([CH3:45])=[CH:41][CH:40]=3)=[CH:35][CH:34]=2)=[C:11]([CH2:10][CH2:9][N:8]([CH2:19][C:20]2[CH:29]=[CH:28][C:23]([C:24]([O:26][CH3:27])=[O:25])=[CH:22][CH:21]=2)[CH2:7][CH2:6][CH2:5][CH2:4][C:3]([O:2][CH3:1])=[O:30])[CH:16]=1. The catalyst class is: 10. (3) Reactant: [F:1][C:2]1[CH:7]=[CH:6][CH:5]=[CH:4][C:3]=1[CH2:8][NH:9][C:10](=[O:19])[C:11]1[CH:16]=[CH:15][C:14](Cl)=[N:13][C:12]=1[NH2:18].C([Sn](CCCC)(CCCC)[CH2:25][O:26][CH3:27])CCC.CN1CCCC1=O.Cl. Product: [F:1][C:2]1[CH:7]=[CH:6][CH:5]=[CH:4][C:3]=1[CH2:8][NH:9][C:10](=[O:19])[C:11]1[CH:16]=[CH:15][C:14]([CH2:25][O:26][CH3:27])=[N:13][C:12]=1[NH2:18]. The catalyst class is: 13. (4) Reactant: O[CH2:2][CH:3]1[CH:7]2[CH2:8][CH:5]([CH2:6]2)[N:4]1[C:9]([O:11][C:12]([CH3:15])([CH3:14])[CH3:13])=[O:10].C1(P(C2C=CC=CC=2)C2C=CC=CC=2)C=CC=CC=1.[C:35]1(=[O:45])[NH:39][C:38](=[O:40])[C:37]2=[CH:41][CH:42]=[CH:43][CH:44]=[C:36]12.N(C(OC(C)C)=O)=NC(OC(C)C)=O. Product: [O:40]=[C:38]1[C:37]2[C:36](=[CH:44][CH:43]=[CH:42][CH:41]=2)[C:35](=[O:45])[N:39]1[CH2:2][CH:3]1[CH:7]2[CH2:8][CH:5]([CH2:6]2)[N:4]1[C:9]([O:11][C:12]([CH3:15])([CH3:14])[CH3:13])=[O:10]. The catalyst class is: 1. (5) The catalyst class is: 6. Product: [Cl:26][C:20]1[C:21]([C:23]([NH2:25])=[O:24])=[CH:22][C:17]2[N:16]=[C:15]([CH2:27][CH3:28])[N:14]([C:11]3[CH:10]=[CH:9][C:8]([CH2:7][CH2:6][NH:30][CH3:29])=[CH:13][CH:12]=3)[C:18]=2[CH:19]=1. Reactant: CS(O[CH2:6][CH2:7][C:8]1[CH:13]=[CH:12][C:11]([N:14]2[C:18]3[CH:19]=[C:20]([Cl:26])[C:21]([C:23]([NH2:25])=[O:24])=[CH:22][C:17]=3[N:16]=[C:15]2[CH2:27][CH3:28])=[CH:10][CH:9]=1)(=O)=O.[CH3:29][NH2:30]. (6) Reactant: C[O:2][C:3](=[O:40])[CH2:4][CH2:5][NH:6][C:7](=[O:39])[C:8]1[CH:13]=[CH:12][C:11]([C:14]([CH2:36][CH:37]=[CH2:38])([CH2:18][O:19][C:20]2[CH:25]=[CH:24][C:23]([C:26]3[CH:31]=[CH:30][C:29]([C:32]([F:35])([F:34])[F:33])=[CH:28][CH:27]=3)=[CH:22][CH:21]=2)[CH2:15][CH:16]=[CH2:17])=[CH:10][CH:9]=1.[Li+].[OH-].Cl. Product: [CH2:15]([C:14]([C:11]1[CH:10]=[CH:9][C:8]([C:7]([NH:6][CH2:5][CH2:4][C:3]([OH:40])=[O:2])=[O:39])=[CH:13][CH:12]=1)([CH2:18][O:19][C:20]1[CH:21]=[CH:22][C:23]([C:26]2[CH:31]=[CH:30][C:29]([C:32]([F:34])([F:35])[F:33])=[CH:28][CH:27]=2)=[CH:24][CH:25]=1)[CH2:36][CH2:37][CH3:38])[CH2:16][CH3:17]. The catalyst class is: 1. (7) Product: [O:1]1[CH2:6][CH2:5][N:4]([C:7]2[CH:12]=[CH:11][C:10]([NH:13][C:14]3[N:19]=[C:18]([C:20]4[CH:30]=[CH:29][C:23]([C:24]([OH:26])=[O:25])=[CH:22][CH:21]=4)[CH:17]=[CH:16][N:15]=3)=[CH:9][CH:8]=2)[CH2:3][CH2:2]1. The catalyst class is: 6. Reactant: [O:1]1[CH2:6][CH2:5][N:4]([C:7]2[CH:12]=[CH:11][C:10]([NH:13][C:14]3[N:19]=[C:18]([C:20]4[CH:30]=[CH:29][C:23]([C:24]([O:26]CC)=[O:25])=[CH:22][CH:21]=4)[CH:17]=[CH:16][N:15]=3)=[CH:9][CH:8]=2)[CH2:3][CH2:2]1.CO.O1CCCC1.[OH-].[Li+].Cl. (8) Reactant: [CH3:1][OH:2].[H-].[Na+].Cl[C:6]1[N:7]([CH2:32][CH2:33][CH3:34])[C:8](=[O:31])[C:9]2[NH:10][C:11]([C:15]3[CH:16]=[N:17][N:18]([CH2:20][C:21]4[CH:26]=[CH:25][CH:24]=[C:23]([C:27]([F:30])([F:29])[F:28])[CH:22]=4)[CH:19]=3)=[N:12][C:13]=2[N:14]=1. Product: [CH3:1][O:2][C:6]1[N:7]([CH2:32][CH2:33][CH3:34])[C:8](=[O:31])[C:9]2[NH:10][C:11]([C:15]3[CH:16]=[N:17][N:18]([CH2:20][C:21]4[CH:26]=[CH:25][CH:24]=[C:23]([C:27]([F:30])([F:29])[F:28])[CH:22]=4)[CH:19]=3)=[N:12][C:13]=2[N:14]=1. The catalyst class is: 13. (9) Product: [C:1]1([CH2:7][S:8]([NH2:12])(=[O:10])=[O:9])[CH:6]=[CH:5][CH:4]=[CH:3][CH:2]=1. The catalyst class is: 5. Reactant: [C:1]1([CH2:7][S:8](Cl)(=[O:10])=[O:9])[CH:6]=[CH:5][CH:4]=[CH:3][CH:2]=1.[NH3:12]. (10) Reactant: Br[C:2]1[CH:6]=[C:5]([CH:7]2[CH2:12][C:11]([CH3:26])([S:13]([C:16]3[CH:21]=[CH:20][CH:19]=[C:18]([C:22]([F:25])([F:24])[F:23])[CH:17]=3)(=[O:15])=[O:14])[CH2:10][CH2:9][O:8]2)[N:4]([CH3:27])[N:3]=1.[CH:28]1(B(O)O)[CH2:30][CH2:29]1.C([O-])([O-])=O.[Cs+].[Cs+]. Product: [CH:28]1([C:2]2[CH:6]=[C:5]([CH:7]3[CH2:12][C:11]([CH3:26])([S:13]([C:16]4[CH:21]=[CH:20][CH:19]=[C:18]([C:22]([F:25])([F:24])[F:23])[CH:17]=4)(=[O:15])=[O:14])[CH2:10][CH2:9][O:8]3)[N:4]([CH3:27])[N:3]=2)[CH2:30][CH2:29]1. The catalyst class is: 11.